From a dataset of Reaction yield outcomes from USPTO patents with 853,638 reactions. Predict the reaction yield, written as a fraction of the theoretical maximum amount of product (1.0 means a 100% yield; for example, 0.34 means a 34% yield). (1) The reactants are [F:1][C:2]1[CH:3]=[CH:4][CH:5]=[C:6]2[C:10]=1[N:9]([CH2:11][CH:12]1[CH2:17][CH2:16][NH:15][CH2:14][CH2:13]1)[C:8](=[O:18])[C:7]12[C:22]2=[CH:23][C:24]3[O:28][CH2:27][O:26][C:25]=3[CH:29]=[C:21]2[O:20][CH2:19]1.C(N(CC)CC)C.[CH3:37][C:38]([CH3:40])=O.C(O[BH-](OC(=O)C)OC(=O)C)(=O)C.[Na+]. The catalyst is ClCCl. The product is [F:1][C:2]1[CH:3]=[CH:4][CH:5]=[C:6]2[C:10]=1[N:9]([CH2:11][CH:12]1[CH2:17][CH2:16][N:15]([CH:38]([CH3:40])[CH3:37])[CH2:14][CH2:13]1)[C:8](=[O:18])[C:7]12[C:22]2=[CH:23][C:24]3[O:28][CH2:27][O:26][C:25]=3[CH:29]=[C:21]2[O:20][CH2:19]1. The yield is 0.690. (2) The reactants are P(Br)(Br)[Br:2].CN(C)[CH:7]=[O:8].[Cl:10][C:11]1[CH:20]=[C:19]2[C:14]([CH2:15][CH2:16][C:17](=O)[CH2:18]2)=[CH:13][CH:12]=1.C(=O)(O)[O-].[Na+]. The catalyst is C(Cl)(Cl)Cl. The product is [Br:2][C:17]1[CH2:16][CH2:15][C:14]2[C:19](=[CH:20][C:11]([Cl:10])=[CH:12][CH:13]=2)[C:18]=1[CH:7]=[O:8]. The yield is 0.750. (3) The reactants are [F:1][C:2]([F:23])([F:22])[CH2:3][N:4]1[C:9](=[O:10])[C:8](Cl)=[C:7]([C:12]2[CH:17]=[CH:16][C:15]([S:18]([CH3:21])(=[O:20])=[O:19])=[CH:14][CH:13]=2)[CH:6]=[N:5]1.[Cl:24][C:25]1[CH:26]=[C:27](B(O)O)[CH:28]=[C:29]([Cl:31])[CH:30]=1.[F-].[Cs+]. The catalyst is COCCOC.O.[Pd].C1(P(C2C=CC=CC=2)C2C=CC=CC=2)C=CC=CC=1.C1(P(C2C=CC=CC=2)C2C=CC=CC=2)C=CC=CC=1.C1(P(C2C=CC=CC=2)C2C=CC=CC=2)C=CC=CC=1.C1(P(C2C=CC=CC=2)C2C=CC=CC=2)C=CC=CC=1. The product is [F:1][C:2]([F:23])([F:22])[CH2:3][N:4]1[C:9](=[O:10])[C:8]([C:27]2[CH:26]=[C:25]([Cl:24])[CH:30]=[C:29]([Cl:31])[CH:28]=2)=[C:7]([C:12]2[CH:17]=[CH:16][C:15]([S:18]([CH3:21])(=[O:20])=[O:19])=[CH:14][CH:13]=2)[CH:6]=[N:5]1. The yield is 0.580. (4) The reactants are C[O:2][C:3]1[CH:8]=[CH:7][C:6]([N:9]([C:20]2[CH:25]=[CH:24][CH:23]=[CH:22][CH:21]=2)[C:10]2[C:19]3[C:14](=[CH:15][CH:16]=[CH:17][CH:18]=3)[CH:13]=[CH:12][CH:11]=2)=[CH:5][CH:4]=1.B(Br)(Br)Br.CO. The catalyst is C(Cl)Cl. The product is [C:10]1([N:9]([C:20]2[CH:25]=[CH:24][CH:23]=[CH:22][CH:21]=2)[C:6]2[CH:7]=[CH:8][C:3]([OH:2])=[CH:4][CH:5]=2)[C:19]2[C:14](=[CH:15][CH:16]=[CH:17][CH:18]=2)[CH:13]=[CH:12][CH:11]=1. The yield is 0.770. (5) The reactants are [Br:1][C:2]1[CH:7]=[CH:6][C:5]([Cl:8])=[CH:4][C:3]=1[CH2:9][CH2:10]Cl.[I-].[Na+].[S:14]([O-:17])([O-:16])=[O:15].[Na+].[Na+]. The catalyst is O. The product is [Br:1][C:2]1[CH:7]=[CH:6][C:5]([Cl:8])=[CH:4][C:3]=1[CH2:9][CH2:10][S:14]([OH:17])(=[O:16])=[O:15]. The yield is 0.760. (6) The reactants are [NH2:1][C:2]1[CH:7]=[CH:6][CH:5]=[CH:4][N:3]=1.[F:8][C:9]([F:14])([F:13])[C:10](O)=[O:11].[Cl:15][C:16]1[CH:21]=[CH:20][C:19]([CH2:22]Cl)=[CH:18][N:17]=1.C(=O)([O-])[O-].[K+].[K+]. The catalyst is C1(C)C(C)=CC=CC=1.O.CO.CN(C)C=O. The product is [Cl:15][C:16]1[N:17]=[CH:18][C:19]([CH2:22][N:3]2[CH:4]=[CH:5][CH:6]=[CH:7][C:2]2=[N:1][C:10](=[O:11])[C:9]([F:14])([F:13])[F:8])=[CH:20][CH:21]=1. The yield is 0.803. (7) The reactants are [CH3:1][C:2]1[C:7]2[C:8](=[O:23])[N:9]([CH2:11][C:12]3[CH:17]=[CH:16][C:15]([O:18][C:19]([F:22])([F:21])[F:20])=[CH:14][CH:13]=3)[CH2:10][C:6]=2[CH:5]=[C:4]([C:24]2[CH:29]=[CH:28][CH:27]=[C:26]([N+:30]([O-])=O)[CH:25]=2)[N:3]=1.O.O.[Sn](Cl)(Cl)(Cl)Cl.[OH-].[Na+]. The catalyst is Cl. The product is [NH2:30][C:26]1[CH:25]=[C:24]([C:4]2[N:3]=[C:2]([CH3:1])[C:7]3[C:8](=[O:23])[N:9]([CH2:11][C:12]4[CH:17]=[CH:16][C:15]([O:18][C:19]([F:21])([F:22])[F:20])=[CH:14][CH:13]=4)[CH2:10][C:6]=3[CH:5]=2)[CH:29]=[CH:28][CH:27]=1. The yield is 0.900. (8) The reactants are O.P([O-])([O-])([O-])=O.[K+].[K+].[K+].[Cl:10][C:11]1[N:12]=[N:13][C:14](I)=[CH:15][CH:16]=1.[CH3:18][N:19]1[CH:23]=[C:22](B2OC(C)(C)C(C)(C)O2)[CH:21]=[N:20]1.C1(P(C2C=CC=CC=2)C2C=CC=CC=2)C=CC=CC=1.[Cl-].[Na+]. The catalyst is CC[N+](CC1C=CC=CC=1)(CC)CC.[Cl-].C([O-])(=O)C.C([O-])(=O)C.[Pd+2].O.C1COCC1. The product is [Cl:10][C:11]1[N:12]=[N:13][C:14]([C:22]2[CH:21]=[N:20][N:19]([CH3:18])[CH:23]=2)=[CH:15][CH:16]=1. The yield is 0.820. (9) The reactants are [CH2:1]([O:3][C:4]1[C:17]([F:18])=[C:16]2[C:7]([C:8]3[CH:9]=[CH:10][C:11]([OH:24])=[C:12]([F:23])[C:13]=3[C:14]([F:22])([F:21])[C:15]2([F:20])[F:19])=[CH:6][CH:5]=1)[CH3:2].C(=O)([O-])[O-].[K+].[K+].Br[C:32]1([C:41](Br)([F:43])[F:42])[CH2:37][CH2:36][CH:35]([CH2:38][CH2:39][CH3:40])[CH2:34][CH2:33]1. The catalyst is CN(C=O)C. The product is [F:42][C:41]([F:43])([C:32]1[CH2:37][CH2:36][CH:35]([CH2:38][CH2:39][CH3:40])[CH2:34][CH:33]=1)[O:24][C:11]1[CH:10]=[CH:9][C:8]2[C:7]3[C:16](=[C:17]([F:18])[C:4]([O:3][CH2:1][CH3:2])=[CH:5][CH:6]=3)[C:15]([F:19])([F:20])[C:14]([F:21])([F:22])[C:13]=2[C:12]=1[F:23]. The yield is 0.780.